From a dataset of Full USPTO retrosynthesis dataset with 1.9M reactions from patents (1976-2016). Predict the reactants needed to synthesize the given product. (1) Given the product [CH3:30][C:24]1[C:23]([C:7]2[CH:6]=[C:5]3[C:10]([C:2]([CH3:1])([CH3:21])[C:3](=[O:20])[NH:4]3)=[CH:9][CH:8]=2)=[C:28]([CH3:29])[CH:27]=[CH:26][N:25]=1, predict the reactants needed to synthesize it. The reactants are: [CH3:1][C:2]1([CH3:21])[C:10]2[C:5](=[CH:6][C:7](B3OC(C)(C)C(C)(C)O3)=[CH:8][CH:9]=2)[NH:4][C:3]1=[O:20].Br[C:23]1[C:24]([CH3:30])=[N:25][CH:26]=[CH:27][C:28]=1[CH3:29]. (2) Given the product [CH3:24][C:13]1[C:12]([NH:11][C:10]([O:9][C@H:7]([C:1]2[CH:6]=[CH:5][CH:4]=[CH:3][CH:2]=2)[CH3:8])=[O:25])=[C:16]([C:17]2[CH:22]=[CH:21][C:20]([C:34]3[CH:35]=[CH:36][C:31]([CH2:30][C:29]([OH:46])=[O:28])=[CH:32][CH:33]=3)=[CH:19][CH:18]=2)[O:15][N:14]=1, predict the reactants needed to synthesize it. The reactants are: [C:1]1([C@@H:7]([O:9][C:10](=[O:25])[NH:11][C:12]2[C:13]([CH3:24])=[N:14][O:15][C:16]=2[C:17]2[CH:22]=[CH:21][C:20](Br)=[CH:19][CH:18]=2)[CH3:8])[CH:6]=[CH:5][CH:4]=[CH:3][CH:2]=1.C([O:28][C:29](=[O:46])[CH2:30][C:31]1[CH:36]=[CH:35][C:34](B2OC(C)(C)C(C)(C)O2)=[CH:33][CH:32]=1)C. (3) Given the product [C:13]([N:5]1[C:6]2[C:11](=[CH:10][C:9]([Br:12])=[CH:8][CH:7]=2)[C@H:2]([NH:1][C:18]2[N:19]=[CH:20][C:21]([C:24]#[N:25])=[N:22][CH:23]=2)[CH2:3][C@@H:4]1[CH3:16])(=[O:15])[CH3:14], predict the reactants needed to synthesize it. The reactants are: [NH2:1][C@H:2]1[C:11]2[C:6](=[CH:7][CH:8]=[C:9]([Br:12])[CH:10]=2)[N:5]([C:13](=[O:15])[CH3:14])[C@@H:4]([CH3:16])[CH2:3]1.Cl[C:18]1[N:19]=[CH:20][C:21]([C:24]#[N:25])=[N:22][CH:23]=1.CCN(C(C)C)C(C)C. (4) Given the product [CH2:37]([O:44][C:22](=[O:23])[CH2:21][CH2:20][CH:19]([N:3]1[CH2:4][C:5]2[CH:11]=[C:10]([O:12][C:13]3[CH:14]=[CH:15][CH:16]=[CH:17][CH:18]=3)[N:9]=[CH:8][C:6]=2[N:7]=[C:2]1[NH2:1])[CH:25]([CH3:30])[CH3:26])[C:38]1[CH:43]=[CH:42][CH:41]=[CH:40][CH:39]=1, predict the reactants needed to synthesize it. The reactants are: [NH2:1][C:2]1[N:3]([C@H:19]([CH:25]2[CH2:30]CCC[CH2:26]2)[CH2:20][CH2:21][C:22](O)=[O:23])[CH2:4][C:5]2[CH:11]=[C:10]([O:12][C:13]3[CH:18]=[CH:17][CH:16]=[CH:15][CH:14]=3)[N:9]=[CH:8][C:6]=2[N:7]=1.C(Cl)(=O)C(Cl)=O.[CH2:37]([OH:44])[C:38]1[CH:43]=[CH:42][CH:41]=[CH:40][CH:39]=1. (5) Given the product [NH2:1][C:2]1[C:7]([C:8]([C:10]2[CH:15]=[C:14]([F:16])[C:13]([CH3:17])=[CH:12][C:11]=2[O:18][CH3:19])=[O:9])=[CH:6][CH:5]=[C:4]([NH:38][CH:35]2[CH2:36][CH2:37][N:32]([S:29]([CH3:28])(=[O:31])=[O:30])[CH2:33][CH2:34]2)[N:3]=1, predict the reactants needed to synthesize it. The reactants are: [NH2:1][C:2]1[C:7]([C:8]([C:10]2[CH:15]=[C:14]([F:16])[C:13]([CH3:17])=[CH:12][C:11]=2[O:18][CH3:19])=[O:9])=[CH:6][CH:5]=[C:4](Cl)[N:3]=1.FC(F)(F)C(O)=O.[CH3:28][S:29]([N:32]1[CH2:37][CH2:36][CH:35]([NH2:38])[CH2:34][CH2:33]1)(=[O:31])=[O:30]. (6) Given the product [ClH:15].[ClH:15].[CH3:1][C:2]1[N:3]=[C:4]([NH:7][C:8]2[C:13]([O:14][CH2:17][C:18]3[CH:23]=[CH:22][CH:21]=[CH:20][N:19]=3)=[CH:12][CH:11]=[CH:10][N:9]=2)[S:5][CH:6]=1, predict the reactants needed to synthesize it. The reactants are: [CH3:1][C:2]1[N:3]=[C:4]([NH:7][C:8]2[C:13]([OH:14])=[CH:12][CH:11]=[CH:10][N:9]=2)[S:5][CH:6]=1.[ClH:15].Br[CH2:17][C:18]1[CH:23]=[CH:22][CH:21]=[CH:20][N:19]=1.C(=O)([O-])[O-].[K+].[K+].CN(C=O)C. (7) Given the product [F:12][CH:11]([F:13])[C:9]1[CH:8]=[CH:7][N:6]2[C:2]([C:20]3[CH:19]=[C:18]([C:21]4[C:22]([C:27]#[N:28])=[CH:23][CH:24]=[CH:25][CH:26]=4)[CH:17]=[CH:16][C:15]=3[F:14])=[CH:3][N:4]=[C:5]2[N:10]=1, predict the reactants needed to synthesize it. The reactants are: Br[C:2]1[N:6]2[CH:7]=[CH:8][C:9]([CH:11]([F:13])[F:12])=[N:10][C:5]2=[N:4][CH:3]=1.[F:14][C:15]1[CH:20]=[CH:19][C:18]([C:21]2[C:22]([C:27]#[N:28])=[CH:23][CH:24]=[CH:25][CH:26]=2)=[CH:17][C:16]=1B1OC(C)(C)C(C)(C)O1.